Dataset: Full USPTO retrosynthesis dataset with 1.9M reactions from patents (1976-2016). Task: Predict the reactants needed to synthesize the given product. (1) Given the product [NH3:15].[Cl:25][C:22]1[CH:23]=[CH:24][C:19]([CH:17]([OH:18])[CH2:16][NH:15][CH2:28][CH2:29][CH3:30])=[CH:20][C:21]=1[O:26][CH3:27], predict the reactants needed to synthesize it. The reactants are: C(O[BH-](OC(=O)C)OC(=O)C)(=O)C.[Na+].[NH2:15][CH2:16][CH:17]([C:19]1[CH:24]=[CH:23][C:22]([Cl:25])=[C:21]([O:26][CH3:27])[CH:20]=1)[OH:18].[CH:28](=O)[CH2:29][CH3:30].C(=O)(O)[O-].[Na+]. (2) Given the product [NH2:28][C:26]([C@@H:21]([NH:20][C:17]([C:10]1[C:11]2[C:16](=[CH:15][CH:14]=[CH:13][CH:12]=2)[N:8]([CH2:7][C:4]2[CH:3]=[C:2]([CH3:1])[O:6][N:5]=2)[N:9]=1)=[O:19])[C:22]([CH3:25])([CH3:24])[CH3:23])=[O:27], predict the reactants needed to synthesize it. The reactants are: [CH3:1][C:2]1[O:6][N:5]=[C:4]([CH2:7][N:8]2[C:16]3[C:11](=[CH:12][CH:13]=[CH:14][CH:15]=3)[C:10]([C:17]([OH:19])=O)=[N:9]2)[CH:3]=1.[NH2:20][C@H:21]([C:26]([NH2:28])=[O:27])[C:22]([CH3:25])([CH3:24])[CH3:23].CCN=C=NCCCN(C)C.Cl.C1C=CC2N(O)N=NC=2C=1.C(N(CC)C(C)C)(C)C. (3) Given the product [Cl:8][C:9]1[CH:14]=[CH:13][C:12]([NH:15][C:16]2[CH:17]=[CH:18][C:19]([CH2:22][NH:23][C:24]([C:26]3([NH:29][C:42]([C:39]4[CH:38]=[N:37][C:36]([NH:35][CH3:34])=[N:41][CH:40]=4)=[O:43])[CH2:27][CH2:28]3)=[O:25])=[N:20][CH:21]=2)=[C:11]([C:30]([F:33])([F:31])[F:32])[CH:10]=1, predict the reactants needed to synthesize it. The reactants are: FC(F)(F)C(O)=O.[Cl:8][C:9]1[CH:14]=[CH:13][C:12]([NH:15][C:16]2[CH:17]=[CH:18][C:19]([CH2:22][NH:23][C:24]([C:26]3([NH2:29])[CH2:28][CH2:27]3)=[O:25])=[N:20][CH:21]=2)=[C:11]([C:30]([F:33])([F:32])[F:31])[CH:10]=1.[CH3:34][NH:35][C:36]1[N:41]=[CH:40][C:39]([C:42](O)=[O:43])=[CH:38][N:37]=1. (4) Given the product [CH3:1][O:2][C:3](=[O:15])[C:4]1[CH:9]=[CH:8][C:7]([O:10][S:25]([C:24]([F:37])([F:36])[F:23])(=[O:27])=[O:26])=[C:6]([C:11]([F:13])([F:12])[F:14])[CH:5]=1, predict the reactants needed to synthesize it. The reactants are: [CH3:1][O:2][C:3](=[O:15])[C:4]1[CH:9]=[CH:8][C:7]([OH:10])=[C:6]([C:11]([F:14])([F:13])[F:12])[CH:5]=1.C(N(CC)CC)C.[F:23][C:24]([F:37])([F:36])[S:25](O[S:25]([C:24]([F:37])([F:36])[F:23])(=[O:27])=[O:26])(=[O:27])=[O:26].C(=O)(O)[O-].[Na+]. (5) Given the product [C:1]([O-:15])(=[O:14])[CH2:2][CH2:3][NH:4][C:5](=[O:13])[C@H:6]([C:8]([CH2:11][OH:12])([CH3:10])[CH3:9])[OH:7].[Ca+2:16].[C:1]([O-:15])(=[O:14])[CH2:2][CH2:3][NH:4][C:5](=[O:13])[C@H:6]([C:8]([CH2:11][OH:12])([CH3:10])[CH3:9])[OH:7].[CH3:9][C:8]1([CH3:10])[C@@H:6]([OH:7])[C:5](=[O:13])[O:12][CH2:11]1, predict the reactants needed to synthesize it. The reactants are: [C:1]([OH:15])(=[O:14])[CH2:2][CH2:3][NH:4][C:5](=[O:13])[C@H:6]([C:8]([CH2:11][OH:12])([CH3:10])[CH3:9])[OH:7].[Ca:16]. (6) Given the product [Br:1][C:2]1[CH:7]=[CH:6][CH:5]=[C:4]([N+:8]([O-:10])=[O:9])[C:3]=1[NH:12][CH2:13][C@@H:14]1[CH2:18][CH2:17][N:16]([C:19]([O:21][C:22]([CH3:25])([CH3:24])[CH3:23])=[O:20])[CH2:15]1, predict the reactants needed to synthesize it. The reactants are: [Br:1][C:2]1[CH:7]=[CH:6][CH:5]=[C:4]([N+:8]([O-:10])=[O:9])[C:3]=1F.[NH2:12][CH2:13][C@@H:14]1[CH2:18][CH2:17][N:16]([C:19]([O:21][C:22]([CH3:25])([CH3:24])[CH3:23])=[O:20])[CH2:15]1.CCN(C(C)C)C(C)C.